Task: Binary Classification. Given a miRNA mature sequence and a target amino acid sequence, predict their likelihood of interaction.. Dataset: Experimentally validated miRNA-target interactions with 360,000+ pairs, plus equal number of negative samples The miRNA is hsa-miR-891b with sequence UGCAACUUACCUGAGUCAUUGA. The protein sequence of the target gene is MELTSRERGRGQPLPWELRLGLLLSVLAATLAQAPAPDVPGCSRGSCYPATGDLLVGRADRLTASSTCGLNGPQPYCIVSHLQDEKKCFLCDSRRPFSARDNPHSHRIQNVVTSFAPQRRAAWWQSENGIPAVTIQLDLEAEFHFTHLIMTFKTFRPAAMLVERSADFGRTWHVYRYFSYDCGADFPGVPLAPPRHWDDVVCESRYSEIEPSTEGEVIYRVLDPAIPIPDPYSSRIQNLLKITNLRVNLTRLHTLGDNLLDPRREIREKYYYALYELVVRGNCFCYGHASECAPAPGAPA.... Result: 0 (no interaction).